Dataset: Forward reaction prediction with 1.9M reactions from USPTO patents (1976-2016). Task: Predict the product of the given reaction. Given the reactants [K+].[Br-].[F:3][C:4]([F:24])([CH:7]([F:23])[O:8][C:9]([F:22])([F:21])[C:10]([F:20])([F:19])[C:11]([F:18])([F:17])[O:12][C:13]([F:16])([F:15])[F:14])[CH2:5][OH:6].[O-]Cl.[Na+].S(=O)(=O)(O)[OH:29], predict the reaction product. The product is: [F:3][C:4]([F:24])([CH:7]([F:23])[O:8][C:9]([F:22])([F:21])[C:10]([F:19])([F:20])[C:11]([F:17])([F:18])[O:12][C:13]([F:14])([F:15])[F:16])[C:5]([OH:29])=[O:6].